From a dataset of Reaction yield outcomes from USPTO patents with 853,638 reactions. Predict the reaction yield, written as a fraction of the theoretical maximum amount of product (1.0 means a 100% yield; for example, 0.34 means a 34% yield). (1) The reactants are Br[C:2]1[CH:3]=[CH:4][C:5]([F:20])=[C:6]([C:8]2[CH:13]=[CH:12][C:11]([S:14]([CH3:17])(=[O:16])=[O:15])=[CH:10][C:9]=2[O:18][CH3:19])[CH:7]=1.[B:21]1([B:21]2[O:25][C:24]([CH3:27])([CH3:26])[C:23]([CH3:29])([CH3:28])[O:22]2)[O:25][C:24]([CH3:27])([CH3:26])[C:23]([CH3:29])([CH3:28])[O:22]1.C([O-])(=O)C.[K+]. The catalyst is O1CCOCC1.C1C=CC(P(C2C=CC=CC=2)[C-]2C=CC=C2)=CC=1.C1C=CC(P(C2C=CC=CC=2)[C-]2C=CC=C2)=CC=1.Cl[Pd]Cl.[Fe+2]. The product is [F:20][C:5]1[C:6]([C:8]2[CH:13]=[CH:12][C:11]([S:14]([CH3:17])(=[O:16])=[O:15])=[CH:10][C:9]=2[O:18][CH3:19])=[CH:7][C:2]([B:21]2[O:25][C:24]([CH3:27])([CH3:26])[C:23]([CH3:29])([CH3:28])[O:22]2)=[CH:3][CH:4]=1. The yield is 1.00. (2) The reactants are [Br:1][C:2]1[N:7]=[C:6]([C:8](=O)[CH:9]([F:11])[F:10])[C:5]([F:13])=[C:4]([Si:14]([CH2:19][CH3:20])([CH2:17][CH3:18])[CH2:15][CH3:16])[CH:3]=1.[CH3:21][C:22]([S@@:25]([NH2:27])=[O:26])([CH3:24])[CH3:23]. The catalyst is C1COCC1.C(O[Ti](OCC)(OCC)OCC)C. The product is [Br:1][C:2]1[N:7]=[C:6]([C:8](=[N:27][S@:25]([C:22]([CH3:24])([CH3:23])[CH3:21])=[O:26])[CH:9]([F:11])[F:10])[C:5]([F:13])=[C:4]([Si:14]([CH2:19][CH3:20])([CH2:17][CH3:18])[CH2:15][CH3:16])[CH:3]=1. The yield is 0.630.